Dataset: Forward reaction prediction with 1.9M reactions from USPTO patents (1976-2016). Task: Predict the product of the given reaction. (1) The product is: [CH3:1][O:2][C:3]([C:5]1[O:6][C:7]([CH3:12])=[C:8]([CH2:10][O:11][C:17]2[CH:16]=[N:15][C:14]([I:13])=[CH:19][CH:18]=2)[CH:9]=1)=[O:4]. Given the reactants [CH3:1][O:2][C:3]([C:5]1[O:6][C:7]([CH3:12])=[C:8]([CH2:10][OH:11])[CH:9]=1)=[O:4].[I:13][C:14]1[CH:19]=[CH:18][C:17](O)=[CH:16][N:15]=1, predict the reaction product. (2) Given the reactants [O:1]1[C:5]2[CH:6]=[C:7]([NH2:10])[CH:8]=[CH:9][C:4]=2[CH:3]=[N:2]1.[Br:11][C:12]1[N:13]=[C:14](Br)[C:15]2[N:16]([CH:18]=[CH:19][N:20]=2)[CH:17]=1.C([O-])([O-])=O.[K+].[K+], predict the reaction product. The product is: [O:1]1[C:5]2[CH:6]=[C:7]([NH:10][C:14]3[C:15]4[N:16]([CH:18]=[CH:19][N:20]=4)[CH:17]=[C:12]([Br:11])[N:13]=3)[CH:8]=[CH:9][C:4]=2[CH:3]=[N:2]1. (3) Given the reactants [S:1]1[C:5]2[CH:6]=[CH:7][CH:8]=[CH:9][C:4]=2[N:3]=[C:2]1[NH:10][C@H:11]1[CH2:14][C@H:13]([NH:15][C:16]2[C:21]([NH2:22])=[CH:20][CH:19]=[CH:18][N:17]=2)[CH2:12]1.[CH:23]([O-])([O-])OCC, predict the reaction product. The product is: [N:22]1[C:21]2[C:16](=[N:17][CH:18]=[CH:19][CH:20]=2)[N:15]([C@H:13]2[CH2:12][C@H:11]([NH:10][C:2]3[S:1][C:5]4[CH:6]=[CH:7][CH:8]=[CH:9][C:4]=4[N:3]=3)[CH2:14]2)[CH:23]=1. (4) Given the reactants Cl.[OH:2][CH:3]([C:11]1[CH:20]=[CH:19][C:14]2[C:15](=[O:18])[O:16][CH2:17][C:13]=2[C:12]=1[CH3:21])[CH2:4][N:5]1[CH2:10][CH2:9][NH:8][CH2:7][CH2:6]1.[CH3:22][O:23][C:24]1[CH:31]=[C:30]([CH2:32][C:33](=O)[CH3:34])[CH:29]=[CH:28][C:25]=1[C:26]#[N:27], predict the reaction product. The product is: [OH:2][CH:3]([C:11]1[CH:20]=[CH:19][C:14]2[C:15](=[O:18])[O:16][CH2:17][C:13]=2[C:12]=1[CH3:21])[CH2:4][N:5]1[CH2:10][CH2:9][N:8]([CH:33]([CH3:34])[CH2:32][C:30]2[CH:29]=[CH:28][C:25]([C:26]#[N:27])=[C:24]([O:23][CH3:22])[CH:31]=2)[CH2:7][CH2:6]1. (5) The product is: [CH2:1]([N:3]1[C:7]2=[N:8][CH:9]=[C:10]([C:20]([O:22][CH2:23][CH3:24])=[O:21])[C:11]([NH:12][CH:13]3[CH2:14][CH2:15][C:16](=[O:19])[CH2:17][CH2:18]3)=[C:6]2[CH:5]=[N:4]1)[CH3:2]. Given the reactants [CH2:1]([N:3]1[C:7]2=[N:8][CH:9]=[C:10]([C:20]([O:22][CH2:23][CH3:24])=[O:21])[C:11]([NH:12][CH:13]3[CH2:18][CH2:17][CH:16]([OH:19])[CH2:15][CH2:14]3)=[C:6]2[CH:5]=[N:4]1)[CH3:2].CC(C)=O.OS(O)(=O)=O.O=[Cr](=O)=O.C(O)(C)C.O, predict the reaction product.